The task is: Predict which catalyst facilitates the given reaction.. This data is from Catalyst prediction with 721,799 reactions and 888 catalyst types from USPTO. Reactant: Cl.[CH3:2][O:3][C:4](=[O:11])[C@@H:5]([CH2:7][CH:8]([CH3:10])[CH3:9])[NH2:6].[O-]S([O-])(=O)=O.[Mg+2].[CH:18](=O)[CH2:19][CH2:20][CH2:21][CH2:22][CH2:23][CH2:24][CH2:25][CH2:26][CH3:27].CCN(CC)CC.[BH4-].[Na+]. Product: [CH2:18]([NH:6][C@H:5]([CH2:7][CH:8]([CH3:10])[CH3:9])[C:4]([O:3][CH3:2])=[O:11])[CH2:19][CH2:20][CH2:21][CH2:22][CH2:23][CH2:24][CH2:25][CH2:26][CH3:27]. The catalyst class is: 92.